From a dataset of NCI-60 drug combinations with 297,098 pairs across 59 cell lines. Regression. Given two drug SMILES strings and cell line genomic features, predict the synergy score measuring deviation from expected non-interaction effect. Drug 1: CN(C)N=NC1=C(NC=N1)C(=O)N. Drug 2: CC1=C(N=C(N=C1N)C(CC(=O)N)NCC(C(=O)N)N)C(=O)NC(C(C2=CN=CN2)OC3C(C(C(C(O3)CO)O)O)OC4C(C(C(C(O4)CO)O)OC(=O)N)O)C(=O)NC(C)C(C(C)C(=O)NC(C(C)O)C(=O)NCCC5=NC(=CS5)C6=NC(=CS6)C(=O)NCCC[S+](C)C)O. Cell line: SNB-75. Synergy scores: CSS=-2.76, Synergy_ZIP=1.92, Synergy_Bliss=0.455, Synergy_Loewe=-7.50, Synergy_HSA=-5.33.